Dataset: Tyrosyl-DNA phosphodiesterase HTS with 341,365 compounds. Task: Binary Classification. Given a drug SMILES string, predict its activity (active/inactive) in a high-throughput screening assay against a specified biological target. (1) The compound is Clc1cc(c2nc3Oc4c(Cc3c(SCC(=O)Nc3c(CC)cccc3)n2)c(cnc4C)CO)ccc1. The result is 0 (inactive). (2) The compound is O=C(Nc1ccc(cc1)C(OC)=O)CN1CCN(CC1)c1ncccc1. The result is 0 (inactive).